This data is from Catalyst prediction with 721,799 reactions and 888 catalyst types from USPTO. The task is: Predict which catalyst facilitates the given reaction. (1) Reactant: [NH2:1][C:2]1[CH:28]=[CH:27][C:5]2[N:6]([CH:9]([C:15]3[CH:20]=[CH:19][C:18]([C:21]4[CH:26]=[CH:25][CH:24]=[CH:23][CH:22]=4)=[CH:17][CH:16]=3)[CH2:10][C:11]([O:13][CH3:14])=[O:12])[CH:7]=[N:8][C:4]=2[CH:3]=1.[C:29]1([S:35](Cl)(=[O:37])=[O:36])[CH:34]=[CH:33][CH:32]=[CH:31][CH:30]=1.C(N(CC)C(C)C)(C)C. Product: [C:18]1([C:21]2[CH:22]=[CH:23][CH:24]=[CH:25][CH:26]=2)[CH:19]=[CH:20][C:15]([CH:9]([N:6]2[C:5]3[CH:27]=[CH:28][C:2]([NH:1][S:35]([C:29]4[CH:34]=[CH:33][CH:32]=[CH:31][CH:30]=4)(=[O:37])=[O:36])=[CH:3][C:4]=3[N:8]=[CH:7]2)[CH2:10][C:11]([O:13][CH3:14])=[O:12])=[CH:16][CH:17]=1. The catalyst class is: 4. (2) Reactant: [C:1]([C:4]1[C:22](=[O:23])[C@@:8]2([CH3:24])[C:9]3[C:15]([OH:16])=[CH:14][C:13]([O:17][CH3:18])=[C:12]([C:19]([NH2:21])=[O:20])[C:10]=3[O:11][C:7]2=[CH:6][C:5]=1[OH:25])(=[O:3])[CH3:2].[CH2:26]([C:30]1[CH:31]=[C:32](C=O)[C:33]2[C:38]([CH:39]=1)=[CH:37][CH:36]=[CH:35][CH:34]=2)[CH2:27][CH2:28][CH3:29].[CH2:42]([SiH](CC)CC)C.FC(F)(F)C(O)=O. Product: [C:1]([C:4]1[C:22](=[O:23])[C@@:8]2([CH3:24])[C:9]3[C:15]([OH:16])=[CH:14][C:13]([O:17][CH3:18])=[C:12]([C:19]([NH:21][CH2:42][C:39]4[C:38]5[C:33](=[CH:34][CH:35]=[CH:36][CH:37]=5)[CH:32]=[CH:31][C:30]=4[CH2:26][CH2:27][CH2:28][CH3:29])=[O:20])[C:10]=3[O:11][C:7]2=[CH:6][C:5]=1[OH:25])(=[O:3])[CH3:2]. The catalyst class is: 10. (3) The catalyst class is: 26. Reactant: C[O:2][C:3]1[CH:8]=[CH:7][C:6]([NH:9][C:10](=[O:12])[CH3:11])=[CH:5][C:4]=1[C:13]1[N:14]([CH3:18])[N:15]=[CH:16][CH:17]=1.B(Br)(Br)Br. Product: [OH:2][C:3]1[CH:8]=[CH:7][C:6]([NH:9][C:10](=[O:12])[CH3:11])=[CH:5][C:4]=1[C:13]1[N:14]([CH3:18])[N:15]=[CH:16][CH:17]=1. (4) Reactant: [C:1]([O:5][C:6]([N:8]1[CH2:13][CH2:12][N:11]([C:14]2[C:22]([F:23])=[CH:21][C:17]([C:18](O)=[O:19])=[C:16]([F:24])[CH:15]=2)[CH2:10][CH2:9]1)=[O:7])([CH3:4])([CH3:3])[CH3:2].Cl.[CH2:26]([NH2:28])[CH3:27].CCN(C(C)C)C(C)C.CN(C(ON1N=NC2C=CC=NC1=2)=[N+](C)C)C.F[P-](F)(F)(F)(F)F. Product: [CH2:26]([NH:28][C:18]([C:17]1[C:16]([F:24])=[CH:15][C:14]([N:11]2[CH2:12][CH2:13][N:8]([C:6]([O:5][C:1]([CH3:4])([CH3:2])[CH3:3])=[O:7])[CH2:9][CH2:10]2)=[C:22]([F:23])[CH:21]=1)=[O:19])[CH3:27]. The catalyst class is: 18.